Predict the reactants needed to synthesize the given product. From a dataset of Full USPTO retrosynthesis dataset with 1.9M reactions from patents (1976-2016). (1) Given the product [C:4]([O:3][C:1]([N:8]1[CH2:13][CH2:12][CH:11]([C:14]2[CH:15]=[CH:16][C:17]([CH2:20][OH:21])=[CH:18][CH:19]=2)[CH2:10][CH2:9]1)=[O:2])([CH3:7])([CH3:5])[CH3:6], predict the reactants needed to synthesize it. The reactants are: [C:1]([N:8]1[CH2:13][CH2:12][CH:11]([C:14]2[CH:19]=[CH:18][C:17]([C:20](O)=[O:21])=[CH:16][CH:15]=2)[CH2:10][CH2:9]1)([O:3][C:4]([CH3:7])([CH3:6])[CH3:5])=[O:2]. (2) Given the product [Cl:27][C:28]1[CH:29]=[C:30]([CH2:35][S:36]([NH:39][C:40]2[C:45]([OH:46])=[CH:44][C:43]([S:48]([CH2:51][CH2:52][CH3:53])(=[O:50])=[O:49])=[CH:42][N:41]=2)(=[O:37])=[O:38])[CH:31]=[C:32]([Cl:34])[CH:33]=1, predict the reactants needed to synthesize it. The reactants are: ClC1C=C(CS(NC2C(O)=CC(S(C(C)C)(=O)=O)=CN=2)(=O)=O)C=C(Cl)C=1.[Cl:27][C:28]1[CH:29]=[C:30]([CH2:35][S:36]([NH:39][C:40]2[C:45]([O:46]C)=[CH:44][C:43]([S:48]([CH2:51][CH2:52][CH3:53])(=[O:50])=[O:49])=[CH:42][N:41]=2)(=[O:38])=[O:37])[CH:31]=[C:32]([Cl:34])[CH:33]=1.ClC1C=C(CS(NC2C(OC)=CC(S(C(C)C)(=O)=O)=CN=2)(=O)=O)C=C(Cl)C=1. (3) Given the product [Cl:1][C:2]1[CH:3]=[C:4]([C:21]([C@H:24]2[CH2:26][C@@H:25]2[C:27]([O:29][CH3:30])=[O:28])=[O:22])[CH:5]=[CH:6][C:7]=1[O:8][CH:9]1[CH2:10][CH2:11]1, predict the reactants needed to synthesize it. The reactants are: [Cl:1][C:2]1[CH:3]=[C:4](B2OC(C)(C)C(C)(C)O2)[CH:5]=[CH:6][C:7]=1[O:8][CH:9]1[CH2:11][CH2:10]1.[C:21]([C@H:24]1[CH2:26][C@@H:25]1[C:27]([O:29][CH3:30])=[O:28])(Cl)=[O:22].O.P([O-])([O-])([O-])=O.[K+].[K+].[K+]. (4) Given the product [CH3:31][S:32]([CH:35]1[CH2:40][CH2:39][N:38]([C:2]2[CH:30]=[CH:29][CH:28]=[C:4]([CH2:5][N:6]3[C:10]([CH3:11])=[N:9][C:8]([C:12]4[O:16][N:15]=[C:14]([C:17]5[CH:22]=[CH:21][C:20]([O:23][C:24]([F:27])([F:26])[F:25])=[CH:19][CH:18]=5)[N:13]=4)=[N:7]3)[CH:3]=2)[CH2:37][CH2:36]1)(=[O:34])=[O:33], predict the reactants needed to synthesize it. The reactants are: Br[C:2]1[CH:3]=[C:4]([CH:28]=[CH:29][CH:30]=1)[CH2:5][N:6]1[C:10]([CH3:11])=[N:9][C:8]([C:12]2[O:16][N:15]=[C:14]([C:17]3[CH:22]=[CH:21][C:20]([O:23][C:24]([F:27])([F:26])[F:25])=[CH:19][CH:18]=3)[N:13]=2)=[N:7]1.[CH3:31][S:32]([CH:35]1[CH2:40][CH2:39][NH:38][CH2:37][CH2:36]1)(=[O:34])=[O:33].C([O-])([O-])=O.[Cs+].[Cs+].C1(P(C2CCCCC2)C2C=CC=CC=2C2C(C(C)C)=CC(C(C)C)=CC=2C(C)C)CCCCC1. (5) Given the product [CH2:4]([NH:6][CH:15]1[CH:16]([CH3:18])[CH2:17][N:12]([C:7]([O:9][CH2:10][CH3:11])=[O:8])[CH2:13][CH:14]1[CH3:20])[CH3:5], predict the reactants needed to synthesize it. The reactants are: [OH-].[K+].Cl.[CH2:4]([NH2:6])[CH3:5].[C:7]([N:12]1[CH2:17][CH:16]([CH3:18])[C:15](=O)[CH:14]([CH3:20])[CH2:13]1)([O:9][CH2:10][CH3:11])=[O:8].C([BH3-])#N.[Na+]. (6) The reactants are: [CH:1]([C:3]1[CH:8]=[CH:7][C:6]([C:9]([F:12])([F:11])[F:10])=[CH:5][C:4]=1[N:13]1[CH2:17][CH2:16][C@@H:15]([NH:18]C(=O)OC(C)(C)C)[CH2:14]1)=[O:2].Cl. Given the product [NH2:18][C@@H:15]1[CH2:16][CH2:17][N:13]([C:4]2[CH:5]=[C:6]([C:9]([F:12])([F:10])[F:11])[CH:7]=[CH:8][C:3]=2[CH:1]=[O:2])[CH2:14]1, predict the reactants needed to synthesize it. (7) Given the product [CH:1]1([N:4]2[C:20]([C:6]([O:12][CH2:13][CH3:14])=[O:7])=[CH:15][C:16]([CH3:17])=[N:5]2)[CH2:3][CH2:2]1, predict the reactants needed to synthesize it. The reactants are: [CH:1]1([NH:4][NH2:5])[CH2:3][CH2:2]1.[C:6]([O:12][CH2:13][CH3:14])(=O)[O:7]COC.[C:15]1(C)[CH:20]=CC=[CH:17][CH:16]=1.